Dataset: NCI-60 drug combinations with 297,098 pairs across 59 cell lines. Task: Regression. Given two drug SMILES strings and cell line genomic features, predict the synergy score measuring deviation from expected non-interaction effect. Drug 1: CCC1(CC2CC(C3=C(CCN(C2)C1)C4=CC=CC=C4N3)(C5=C(C=C6C(=C5)C78CCN9C7C(C=CC9)(C(C(C8N6C)(C(=O)OC)O)OC(=O)C)CC)OC)C(=O)OC)O.OS(=O)(=O)O. Drug 2: C(CN)CNCCSP(=O)(O)O. Cell line: NCIH23. Synergy scores: CSS=3.42, Synergy_ZIP=1.42, Synergy_Bliss=3.48, Synergy_Loewe=-1.62, Synergy_HSA=0.345.